Binary Classification. Given a drug SMILES string, predict its activity (active/inactive) in a high-throughput screening assay against a specified biological target. From a dataset of Cav3 T-type calcium channel HTS with 100,875 compounds. (1) The molecule is s1c(C2n3[nH]nnc3=NC(=C2)c2cc(OC)ccc2)ccc1. The result is 0 (inactive). (2) The compound is o1nc(nc1CN(C(C)C)C(=O)c1c(OC)c(OC)ccc1)c1cc(ccc1)C. The result is 1 (active).